Predict the product of the given reaction. From a dataset of Forward reaction prediction with 1.9M reactions from USPTO patents (1976-2016). (1) Given the reactants [OH:1][C:2]1[CH:3]=[C:4]([CH:9]=[C:10]([N+:12]([O-:14])=[O:13])[CH:11]=1)[C:5]([O:7][CH3:8])=[O:6].C(=O)([O-])[O-].[K+].[K+].Br[CH2:22][C:23]1[CH:32]=[CH:31][C:30]2[C:25](=[CH:26][CH:27]=[CH:28][CH:29]=2)[CH:24]=1.O, predict the reaction product. The product is: [CH:24]1[C:25]2[C:30](=[CH:29][CH:28]=[CH:27][CH:26]=2)[CH:31]=[CH:32][C:23]=1[CH2:22][O:1][C:2]1[CH:3]=[C:4]([CH:9]=[C:10]([N+:12]([O-:14])=[O:13])[CH:11]=1)[C:5]([O:7][CH3:8])=[O:6]. (2) Given the reactants [C:1]1([N:7]2[C:12](=[O:13])[C:11]3[S:14][CH:15]=[C:16]([C:17]4[CH:22]=[CH:21][CH:20]=[CH:19][CH:18]=4)[C:10]=3[N:9]=[CH:8]2)[CH:6]=[CH:5][CH:4]=[CH:3][CH:2]=1.N[C:24]1C(C2C=CC=CC=2)=CSC=1C(OC)=O.C(OCC)(OCC)OCC.NC1C=CC=C(C)C=1, predict the reaction product. The product is: [C:17]1([C:16]2[C:10]3[N:9]=[CH:8][N:7]([C:1]4[CH:6]=[C:5]([CH3:24])[CH:4]=[CH:3][CH:2]=4)[C:12](=[O:13])[C:11]=3[S:14][CH:15]=2)[CH:18]=[CH:19][CH:20]=[CH:21][CH:22]=1. (3) Given the reactants Cl[C:2]1[C:11]2[C:6](=[CH:7][C:8]([O:19][C:20]3[CH:25]=[CH:24][CH:23]=[CH:22][CH:21]=3)=[C:9]([O:12][C:13]3[CH:18]=[CH:17][CH:16]=[CH:15][CH:14]=3)[CH:10]=2)[C:5]([OH:26])=[C:4]([C:27]([NH:29][CH2:30][C:31]([OH:33])=[O:32])=[O:28])[N:3]=1.[CH3:34][N:35](C)C(=O)C, predict the reaction product. The product is: [C:34]([C:2]1[C:11]2[C:6](=[CH:7][C:8]([O:19][C:20]3[CH:25]=[CH:24][CH:23]=[CH:22][CH:21]=3)=[C:9]([O:12][C:13]3[CH:18]=[CH:17][CH:16]=[CH:15][CH:14]=3)[CH:10]=2)[C:5]([OH:26])=[C:4]([C:27]([NH:29][CH2:30][C:31]([OH:33])=[O:32])=[O:28])[N:3]=1)#[N:35].